Dataset: Experimentally validated miRNA-target interactions with 360,000+ pairs, plus equal number of negative samples. Task: Binary Classification. Given a miRNA mature sequence and a target amino acid sequence, predict their likelihood of interaction. (1) The miRNA is hsa-miR-4490 with sequence UCUGGUAAGAGAUUUGGGCAUA. The protein sequence of the target gene is MSQDTKVKTTESSPPAPSKARKLLPVLDPSGDYYYWWLNTMVFPVMYNLIILVCRACFPDLQHGYLVAWLVLDYTSDLLYLLDMVVRFHTGFLEQGILVVDKGRISSRYVRTWSFFLDLASLMPTDVVYVRLGPHTPTLRLNRFLRAPRLFEAFDRTETRTAYPNAFRIAKLMLYIFVVIHWNSCLYFALSRYLGFGRDAWVYPDPAQPGFERLRRQYLYSFYFSTLILTTVGDTPPPAREEEYLFMVGDFLLAVMGFATIMGSMSSVIYNMNTADAAFYPDHALVKKYMKLQHVNRKLE.... Result: 1 (interaction). (2) The miRNA is hsa-miR-548ab with sequence AAAAGUAAUUGUGGAUUUUGCU. The protein sequence of the target gene is MRVALGMLWLLALAWPPQARGFCPSQCSCSLHIMGDGSKARTVVCNDPDMTLPPASIPPDTSRLRLERTAIRRVPGEAFRPLGRLEQLWLPYNALSELNALMLRGLRRLRELRLPGNRLAAFPWAALRDAPKLRLLDLQANRLSAVPAEAARFLENLTFLDLSSNQLMRLPQELIVSWAHLETGIFPPGHHPRRVLGLQDNPWACDCRLYDLVHLLDGWAPNLAFIETELRCASPRSLAGVAFSQLELRKCQGPELHPGVASIRSLLGGTALLRCGATGVPGPEMSWRRANGRPLNGTVH.... Result: 0 (no interaction).